From a dataset of Forward reaction prediction with 1.9M reactions from USPTO patents (1976-2016). Predict the product of the given reaction. (1) Given the reactants [C:1]([O:5][C:6](=[O:38])[C:7]([F:37])([F:36])[O:8][C:9]1[CH:35]=[CH:34][C:12]([CH2:13][CH:14]([C:24]2[CH:33]=[CH:32][C:27]([C:28]([O:30][CH3:31])=[O:29])=[CH:26][CH:25]=2)[C:15]([C:17]2[CH:22]=[CH:21][C:20]([F:23])=[CH:19][CH:18]=2)=[O:16])=[CH:11][CH:10]=1)([CH3:4])([CH3:3])[CH3:2].C1OCCOCCOCCOCCOCCOC1.CC(C)([O-])C.[K+].Br[CH2:64][C:65]1[CH:70]=[CH:69][C:68]([C:71]([P:74](=[O:85])([O:80][C:81]([CH3:84])([CH3:83])[CH3:82])[O:75][C:76]([CH3:79])([CH3:78])[CH3:77])([F:73])[F:72])=[CH:67][CH:66]=1, predict the reaction product. The product is: [C:1]([O:5][C:6](=[O:38])[C:7]([F:36])([F:37])[O:8][C:9]1[CH:10]=[CH:11][C:12]([CH2:13][C:14]([C:24]2[CH:25]=[CH:26][C:27]([C:28]([O:30][CH3:31])=[O:29])=[CH:32][CH:33]=2)([CH2:64][C:65]2[CH:70]=[CH:69][C:68]([C:71]([P:74]([O:80][C:81]([CH3:84])([CH3:83])[CH3:82])([O:75][C:76]([CH3:77])([CH3:79])[CH3:78])=[O:85])([F:72])[F:73])=[CH:67][CH:66]=2)[C:15]([C:17]2[CH:22]=[CH:21][C:20]([F:23])=[CH:19][CH:18]=2)=[O:16])=[CH:34][CH:35]=1)([CH3:4])([CH3:2])[CH3:3]. (2) Given the reactants C1C(N2C(=O)COCC2)=CC=C(N2C(=O)O[C@@H](CNC(C3SC(Cl)=CC=3)=O)C2)C=1.[NH2:30][C:31]1[CH:36]=[CH:35][C:34]([N:37]2[CH2:42][CH2:41][O:40][CH2:39][C:38]2=[O:43])=[CH:33][CH:32]=1.[O:44]1[CH2:46][C@@H:45]1[CH2:47][N:48]1[C:56](=[O:57])[C:55]2[C:50](=[CH:51][CH:52]=[CH:53][CH:54]=2)[C:49]1=[O:58].C(O)C, predict the reaction product. The product is: [OH:44][C@H:45]([CH2:46][NH:30][C:31]1[CH:32]=[CH:33][C:34]([N:37]2[CH2:42][CH2:41][O:40][CH2:39][C:38]2=[O:43])=[CH:35][CH:36]=1)[CH2:47][N:48]1[C:49](=[O:58])[C:50]2[C:55](=[CH:54][CH:53]=[CH:52][CH:51]=2)[C:56]1=[O:57]. (3) Given the reactants [CH3:1][N:2]1[C:6]([NH2:7])=[CH:5][C:4]([C:8]2[CH:13]=[CH:12][CH:11]=[CH:10][N:9]=2)=[N:3]1.[Br:14][C:15]1[CH:22]=[CH:21][C:18]([CH:19]=O)=[C:17]([CH3:23])[CH:16]=1.O.CC1C=CC(S(O)(=O)=O)=CC=1, predict the reaction product. The product is: [Br:14][C:15]1[CH:22]=[CH:21][C:18]([CH:19]=[C:5]2[C:6](=[NH:7])[N:2]([CH3:1])[N:3]=[C:4]2[C:8]2[CH:13]=[CH:12][CH:11]=[CH:10][N:9]=2)=[C:17]([CH3:23])[CH:16]=1. (4) Given the reactants [CH3:1][S:2]([C:4]1[CH:12]=[CH:11][C:7]([CH2:8][CH2:9]Br)=[CH:6][CH:5]=1)=[O:3].[Cl:13][C:14]1[CH:15]=[C:16]([C:21]2[NH:22][CH:23]=[C:24]([C:32]3[CH2:33][CH2:34][NH:35][CH2:36][CH:37]=3)[C:25]=2[C:26]2[CH:31]=[CH:30][N:29]=[CH:28][CH:27]=2)[CH:17]=[CH:18][C:19]=1[F:20], predict the reaction product. The product is: [Cl:13][C:14]1[CH:15]=[C:16]([C:21]2[NH:22][CH:23]=[C:24]([C:32]3[CH2:33][CH2:34][N:35]([CH2:9][CH2:8][C:7]4[CH:11]=[CH:12][C:4]([S:2]([CH3:1])=[O:3])=[CH:5][CH:6]=4)[CH2:36][CH:37]=3)[C:25]=2[C:26]2[CH:27]=[CH:28][N:29]=[CH:30][CH:31]=2)[CH:17]=[CH:18][C:19]=1[F:20]. (5) The product is: [C:7]([C:9]1[C:14](=[O:15])[C:13]([CH2:16][O:17][CH3:18])=[CH:12][N:11]([C:19]2[CH:24]=[CH:23][CH:22]=[C:21]([C:25]([F:26])([F:28])[F:27])[CH:20]=2)[N:10]=1)(=[O:8])[CH3:1]. Given the reactants [CH3:1][Mg+].[Br-].CON(C)[C:7]([C:9]1[C:14](=[O:15])[C:13]([CH2:16][O:17][CH3:18])=[CH:12][N:11]([C:19]2[CH:24]=[CH:23][CH:22]=[C:21]([C:25]([F:28])([F:27])[F:26])[CH:20]=2)[N:10]=1)=[O:8], predict the reaction product. (6) Given the reactants [F:1][C:2]1[CH:10]=[CH:9][C:8]([S:11](=[O:14])(=[O:13])[NH2:12])=[CH:7][C:3]=1[C:4]([OH:6])=[O:5].IC.[C:17](=O)([O-])[O-].[K+].[K+], predict the reaction product. The product is: [F:1][C:2]1[CH:10]=[CH:9][C:8]([S:11](=[O:14])(=[O:13])[NH2:12])=[CH:7][C:3]=1[C:4]([O:6][CH3:17])=[O:5]. (7) Given the reactants Br[C:2]1[CH:11]=[CH:10][C:5]2[C:6](=[O:9])[O:7][CH2:8][C:4]=2[C:3]=1[CH2:12][CH3:13].[CH:14]([B-](F)(F)F)=[CH2:15].[K+], predict the reaction product. The product is: [CH2:12]([C:3]1[C:4]2[CH2:8][O:7][C:6](=[O:9])[C:5]=2[CH:10]=[CH:11][C:2]=1[CH:14]=[CH2:15])[CH3:13].